This data is from NCI-60 drug combinations with 297,098 pairs across 59 cell lines. The task is: Regression. Given two drug SMILES strings and cell line genomic features, predict the synergy score measuring deviation from expected non-interaction effect. (1) Drug 1: CC1OCC2C(O1)C(C(C(O2)OC3C4COC(=O)C4C(C5=CC6=C(C=C35)OCO6)C7=CC(=C(C(=C7)OC)O)OC)O)O. Drug 2: COCCOC1=C(C=C2C(=C1)C(=NC=N2)NC3=CC=CC(=C3)C#C)OCCOC. Cell line: UACC62. Synergy scores: CSS=66.4, Synergy_ZIP=6.00, Synergy_Bliss=5.36, Synergy_Loewe=9.06, Synergy_HSA=12.1. (2) Drug 1: CC(C1=C(C=CC(=C1Cl)F)Cl)OC2=C(N=CC(=C2)C3=CN(N=C3)C4CCNCC4)N. Drug 2: C1CCN(CC1)CCOC2=CC=C(C=C2)C(=O)C3=C(SC4=C3C=CC(=C4)O)C5=CC=C(C=C5)O. Cell line: IGROV1. Synergy scores: CSS=5.36, Synergy_ZIP=4.84, Synergy_Bliss=2.70, Synergy_Loewe=-0.437, Synergy_HSA=1.29. (3) Drug 1: COC1=C(C=C2C(=C1)N=CN=C2NC3=CC(=C(C=C3)F)Cl)OCCCN4CCOCC4. Drug 2: C1CN(CCN1C(=O)CCBr)C(=O)CCBr. Cell line: OVCAR-4. Synergy scores: CSS=26.1, Synergy_ZIP=-6.17, Synergy_Bliss=4.38, Synergy_Loewe=-6.25, Synergy_HSA=3.48.